From a dataset of Full USPTO retrosynthesis dataset with 1.9M reactions from patents (1976-2016). Predict the reactants needed to synthesize the given product. (1) Given the product [N:20]1[CH:21]=[CH:22][CH:23]=[CH:24][C:19]=1[NH:18][CH2:17][CH2:16][NH:15][C:14]([C:11]1[S:10][C:9]([C:7]([NH:6][CH2:5][CH:4]([NH:26][S:27]([C:30]2[C:31]([CH3:38])=[CH:32][C:33]([CH3:37])=[CH:34][C:35]=2[CH3:36])(=[O:29])=[O:28])[C:3]([OH:39])=[O:2])=[O:8])=[CH:13][CH:12]=1)=[O:25], predict the reactants needed to synthesize it. The reactants are: C[O:2][C:3](=[O:39])[CH:4]([NH:26][S:27]([C:30]1[C:35]([CH3:36])=[CH:34][C:33]([CH3:37])=[CH:32][C:31]=1[CH3:38])(=[O:29])=[O:28])[CH2:5][NH:6][C:7]([C:9]1[S:10][C:11]([C:14](=[O:25])[NH:15][CH2:16][CH2:17][NH:18][C:19]2[CH:24]=[CH:23][CH:22]=[CH:21][N:20]=2)=[CH:12][CH:13]=1)=[O:8].[OH-].[Li+].C(O)(=O)C. (2) Given the product [O:1]=[C:2]1[NH:9][CH:10]([C:33]2[CH:34]=[CH:35][CH:36]=[CH:37][CH:38]=2)[C:11](=[O:12])[N:13]1[C@@H:14]([CH2:26][C:27]1[CH:28]=[CH:29][CH:30]=[CH:31][CH:32]=1)[C:15]([NH:17][C:18]1[S:19][CH:20]=[C:21]([C:23]([NH2:25])=[O:24])[N:22]=1)=[O:16], predict the reactants needed to synthesize it. The reactants are: [O:1]=[C:2](Cl)OC(Cl)(Cl)Cl.[NH2:9][CH:10]([C:33]1[CH:38]=[CH:37][CH:36]=[CH:35][CH:34]=1)[C:11]([NH:13][C@@H:14]([CH2:26][C:27]1[CH:32]=[CH:31][CH:30]=[CH:29][CH:28]=1)[C:15]([NH:17][C:18]1[S:19][CH:20]=[C:21]([C:23]([NH2:25])=[O:24])[N:22]=1)=[O:16])=[O:12].C(N(C(C)C)CC)(C)C.